Task: Regression. Given a peptide amino acid sequence and an MHC pseudo amino acid sequence, predict their binding affinity value. This is MHC class I binding data.. Dataset: Peptide-MHC class I binding affinity with 185,985 pairs from IEDB/IMGT The peptide sequence is QKALFMHCK. The MHC is HLA-A31:01 with pseudo-sequence HLA-A31:01. The binding affinity (normalized) is 0.382.